Dataset: Forward reaction prediction with 1.9M reactions from USPTO patents (1976-2016). Task: Predict the product of the given reaction. (1) The product is: [CH2:1]([O:8][C:9]1[CH:10]=[C:11]2[C:15](=[CH:16][CH:17]=1)[N:14]([CH2:40][C:39]1[CH:42]=[CH:43][C:36]([I:35])=[CH:37][CH:38]=1)[C:13]([C:18]1[CH:23]=[CH:22][C:21]([O:24][CH2:25][C:26]3[CH:31]=[CH:30][CH:29]=[CH:28][CH:27]=3)=[CH:20][CH:19]=1)=[C:12]2[CH3:32])[C:2]1[CH:3]=[CH:4][CH:5]=[CH:6][CH:7]=1. Given the reactants [CH2:1]([O:8][C:9]1[CH:10]=[C:11]2[C:15](=[CH:16][CH:17]=1)[NH:14][C:13]([C:18]1[CH:23]=[CH:22][C:21]([O:24][CH2:25][C:26]3[CH:31]=[CH:30][CH:29]=[CH:28][CH:27]=3)=[CH:20][CH:19]=1)=[C:12]2[CH3:32])[C:2]1[CH:7]=[CH:6][CH:5]=[CH:4][CH:3]=1.[H-].[Na+].[I:35][C:36]1[CH:43]=[CH:42][C:39]([CH2:40]Br)=[CH:38][CH:37]=1, predict the reaction product. (2) Given the reactants O.NN.[OH-].[K+].O=[C:7]([C:13]1[S:14][CH:15]=[CH:16][CH:17]=1)[CH2:8][CH2:9][C:10]([OH:12])=[O:11], predict the reaction product. The product is: [S:14]1[CH:15]=[CH:16][CH:17]=[C:13]1[CH2:7][CH2:8][CH2:9][C:10]([OH:12])=[O:11].